Predict which catalyst facilitates the given reaction. From a dataset of Catalyst prediction with 721,799 reactions and 888 catalyst types from USPTO. (1) Reactant: C([O:8][C:9]1[CH:14]=[CH:13][C:12]([CH2:15][C@H:16]([NH:42][C:43](=[O:55])[C@@H:44]([N:46]([CH3:54])[C:47](=[O:53])[O:48][C:49]([CH3:52])([CH3:51])[CH3:50])[CH3:45])[C:17](=[O:41])[N:18]2[C@H:27]([C:28](=[O:40])[NH:29][C@H:30]3[C:39]4[C:34](=[CH:35][CH:36]=[CH:37][CH:38]=4)[CH2:33][CH2:32][CH2:31]3)[CH2:26][C:25]3[C:20](=[CH:21][CH:22]=[CH:23][CH:24]=3)[CH2:19]2)=[CH:11][CH:10]=1)C1C=CC=CC=1.CCOC(C)=O. Product: [OH:8][C:9]1[CH:10]=[CH:11][C:12]([CH2:15][C@H:16]([NH:42][C:43](=[O:55])[C@@H:44]([N:46]([CH3:54])[C:47](=[O:53])[O:48][C:49]([CH3:50])([CH3:51])[CH3:52])[CH3:45])[C:17](=[O:41])[N:18]2[C@H:27]([C:28](=[O:40])[NH:29][C@H:30]3[C:39]4[C:34](=[CH:35][CH:36]=[CH:37][CH:38]=4)[CH2:33][CH2:32][CH2:31]3)[CH2:26][C:25]3[C:20](=[CH:21][CH:22]=[CH:23][CH:24]=3)[CH2:19]2)=[CH:13][CH:14]=1. The catalyst class is: 43. (2) Reactant: [CH:1]1([C:6]2[CH:11]=[C:10]([C:12]3[O:16][N:15]=[C:14]([C:17]4[CH:26]=[C:25]([CH3:27])[C:20]([O:21][CH2:22][CH2:23][OH:24])=[C:19]([CH2:28][CH3:29])[CH:18]=4)[N:13]=3)[CH:9]=[C:8]([O:30][CH3:31])[N:7]=2)[CH2:5][CH2:4][CH2:3][CH2:2]1.CCN(C(C)C)C(C)C.[CH3:41][S:42](Cl)(=[O:44])=[O:43]. Product: [CH3:41][S:42]([O:24][CH2:23][CH2:22][O:21][C:20]1[C:25]([CH3:27])=[CH:26][C:17]([C:14]2[N:13]=[C:12]([C:10]3[CH:9]=[C:8]([O:30][CH3:31])[N:7]=[C:6]([CH:1]4[CH2:2][CH2:3][CH2:4][CH2:5]4)[CH:11]=3)[O:16][N:15]=2)=[CH:18][C:19]=1[CH2:28][CH3:29])(=[O:44])=[O:43]. The catalyst class is: 721. (3) Reactant: [NH:1]1[C:20]2[C:9]3[NH:10][C:11]4[C:16]([C:8]=3[CH2:7][CH2:6][CH2:5][C:4]=2[CH:3]=[N:2]1)=[CH:15][C:14]([C:17](O)=[O:18])=[CH:13][CH:12]=4.[NH:21]1[CH2:26][CH2:25][CH:24]([OH:27])[CH2:23][CH2:22]1.C(N(CC)CC)C.P(C#N)(OCC)(OCC)=O. Product: [NH:1]1[C:20]2[C:9]3[NH:10][C:11]4[C:16]([C:8]=3[CH2:7][CH2:6][CH2:5][C:4]=2[CH:3]=[N:2]1)=[CH:15][C:14]([C:17]([N:21]1[CH2:26][CH2:25][CH:24]([OH:27])[CH2:23][CH2:22]1)=[O:18])=[CH:13][CH:12]=4. The catalyst class is: 9. (4) Reactant: Br[C:2]1[S:6][C:5]([N:7]([C:29]([O:31][C:32]([CH3:35])([CH3:34])[CH3:33])=[O:30])[CH2:8][C@@H:9]([NH:21][C:22](=[O:28])[O:23][C:24]([CH3:27])([CH3:26])[CH3:25])[CH2:10][C:11]2[CH:16]=[CH:15][C:14]([C:17]([F:20])([F:19])[F:18])=[CH:13][CH:12]=2)=[N:4][C:3]=1[C:36]#[C:37][C:38]([OH:41])([CH3:40])[CH3:39].[CH:42]1[C:51]2[C:46](=[CH:47][C:48](B(O)O)=[CH:49][CH:50]=2)[CH:45]=[CH:44][N:43]=1.C(=O)([O-])[O-].[Na+].[Na+].O. Product: [OH:41][C:38]([CH3:40])([CH3:39])[C:37]#[C:36][C:3]1[N:4]=[C:5]([N:7]([C:29]([O:31][C:32]([CH3:35])([CH3:34])[CH3:33])=[O:30])[CH2:8][C@@H:9]([NH:21][C:22](=[O:28])[O:23][C:24]([CH3:27])([CH3:26])[CH3:25])[CH2:10][C:11]2[CH:12]=[CH:13][C:14]([C:17]([F:19])([F:18])[F:20])=[CH:15][CH:16]=2)[S:6][C:2]=1[C:48]1[CH:47]=[C:46]2[C:51](=[CH:50][CH:49]=1)[CH:42]=[N:43][CH:44]=[CH:45]2. The catalyst class is: 12. (5) Reactant: O[N:2]1C2C=CC=CC=2N=N1.CCN=C=NCCCN(C)C.Cl.C(N(CC)C(C)C)(C)C.[C:32]([O:36][C:37]([N:39]1[CH2:44][CH2:43][CH:42]([C:45]2[CH:50]=[CH:49][C:48]([NH:51][C:52]3[N:57]=[C:56]([CH2:58][CH2:59][C:60]4[CH:65]=[CH:64][CH:63]=[CH:62][C:61]=4[CH:66]([CH3:70])[C:67]([O-])=[O:68])[C:55]([C:71]([F:74])([F:73])[F:72])=[CH:54][N:53]=3)=[CH:47][CH:46]=2)[CH2:41][CH2:40]1)=[O:38])([CH3:35])([CH3:34])[CH3:33].[Li+].C(=O)([O-])[O-].[NH4+].[NH4+]. Product: [NH2:2][C:67](=[O:68])[CH:66]([C:61]1[CH:62]=[CH:63][CH:64]=[CH:65][C:60]=1[CH2:59][CH2:58][C:56]1[C:55]([C:71]([F:73])([F:74])[F:72])=[CH:54][N:53]=[C:52]([NH:51][C:48]2[CH:49]=[CH:50][C:45]([CH:42]3[CH2:43][CH2:44][N:39]([C:37]([O:36][C:32]([CH3:35])([CH3:34])[CH3:33])=[O:38])[CH2:40][CH2:41]3)=[CH:46][CH:47]=2)[N:57]=1)[CH3:70]. The catalyst class is: 118.